Dataset: Full USPTO retrosynthesis dataset with 1.9M reactions from patents (1976-2016). Task: Predict the reactants needed to synthesize the given product. (1) Given the product [NH2:32][C:30](=[O:31])[CH2:29][NH:28][C:16]([C:14]1[S:15][C:11]([C:6]2[CH:7]=[CH:8][C:9](=[O:10])[N:4]([CH:1]([CH3:3])[CH3:2])[N:5]=2)=[C:12]([C:21]2[CH:22]=[CH:23][CH:24]=[CH:25][CH:26]=2)[N:13]=1)=[O:17], predict the reactants needed to synthesize it. The reactants are: [CH:1]([N:4]1[C:9](=[O:10])[CH:8]=[CH:7][C:6]([C:11]2[S:15][C:14]([C:16](OCC)=[O:17])=[N:13][C:12]=2[C:21]2[CH:26]=[CH:25][CH:24]=[CH:23][CH:22]=2)=[N:5]1)([CH3:3])[CH3:2].Cl.[NH2:28][CH2:29][C:30]([NH2:32])=[O:31].C(N(CC)CC)C.Cl. (2) Given the product [ClH:37].[Br:13][CH2:10][C:2]1[O:1][C:9]2[CH:8]=[CH:7][N:6]=[CH:5][C:4]=2[CH:3]=1, predict the reactants needed to synthesize it. The reactants are: [O:1]1[C:9]2[CH:8]=[CH:7][N:6]=[CH:5][C:4]=2[CH:3]=[C:2]1[CH2:10]O.C(Br)(Br)(Br)[Br:13].C1C=CC(P(C2C=CC=CC=2)C2C=CC=CC=2)=CC=1.C(Cl)[Cl:37]. (3) Given the product [Br:1][C:2]1[CH:3]=[N:4][CH:5]=[C:6]([C:10]=1[CH3:11])[C:7]([NH2:14])=[O:8], predict the reactants needed to synthesize it. The reactants are: [Br:1][C:2]1[CH:3]=[N:4][CH:5]=[C:6]([C:10]=1[CH3:11])[C:7](O)=[O:8].C1N=C[N:14](C(N2C=NC=C2)=O)C=1.[OH-].[NH4+].O. (4) Given the product [CH:19]1[C:18]2[C:17](=[O:29])[C:16]3[C:25](=[CH:26][CH:12]=[CH:13][CH:14]=3)[C:24](=[O:28])[C:23]=2[CH:22]=[CH:21][CH:20]=1, predict the reactants needed to synthesize it. The reactants are: NCCCOCCOCCO.[CH2:12]1[C:26](=O)[C:25]2[C:16](=[C:17]([OH:29])[C:18]3[C:23]([C:24]=2[OH:28])=[CH:22][CH:21]=[CH:20][CH:19]=3)[C:14](=O)[CH2:13]1.C1C=CC2C(=O)C3C(=C(O)C=CC=3O)C(=O)C=2C=1. (5) Given the product [CH3:12][C:13]1[N:14]=[C:15]([C:2]2[CH:3]=[C:4]([CH:9]=[CH:10][N:11]=2)[C:5]([O:7][CH3:8])=[O:6])[S:16][CH:17]=1, predict the reactants needed to synthesize it. The reactants are: Br[C:2]1[CH:3]=[C:4]([CH:9]=[CH:10][N:11]=1)[C:5]([O:7][CH3:8])=[O:6].[CH3:12][C:13]1[N:14]=[C:15]([Sn](CCCC)(CCCC)CCCC)[S:16][CH:17]=1.